Dataset: Forward reaction prediction with 1.9M reactions from USPTO patents (1976-2016). Task: Predict the product of the given reaction. (1) Given the reactants [CH3:1][C:2]1[CH:11]=[C:10]([C:12]([O:14][CH3:15])=[O:13])[CH:9]=[C:8]([N+:16]([O-])=O)[C:3]=1[C:4]([O:6][CH3:7])=[O:5], predict the reaction product. The product is: [NH2:16][C:8]1[CH:9]=[C:10]([C:12]([O:14][CH3:15])=[O:13])[CH:11]=[C:2]([CH3:1])[C:3]=1[C:4]([O:6][CH3:7])=[O:5]. (2) Given the reactants [N:1]1[CH:6]=[CH:5][CH:4]=[N:3][C:2]=1[C:7]1[CH:12]=[CH:11][C:10]([NH:13][C:14]([C:16]2[CH:17]=[C:18]([C@@H:22]3[CH2:24][C@H:23]3[NH:25]C(=O)OC(C)(C)C)[CH:19]=[CH:20][CH:21]=2)=[O:15])=[CH:9][CH:8]=1.[ClH:33].C(OCC)(=O)C, predict the reaction product. The product is: [ClH:33].[ClH:33].[NH2:25][C@@H:23]1[CH2:24][C@H:22]1[C:18]1[CH:17]=[C:16]([CH:21]=[CH:20][CH:19]=1)[C:14]([NH:13][C:10]1[CH:9]=[CH:8][C:7]([C:2]2[N:1]=[CH:6][CH:5]=[CH:4][N:3]=2)=[CH:12][CH:11]=1)=[O:15].